From a dataset of Forward reaction prediction with 1.9M reactions from USPTO patents (1976-2016). Predict the product of the given reaction. (1) Given the reactants [CH2:1]([N:5]1[C:9]([CH2:10][N:11]([CH2:17][C:18]2[CH:19]=[C:20]3[C:24](=[CH:25][CH:26]=2)[NH:23][CH:22]=[CH:21]3)[CH2:12][CH2:13][CH:14]([CH3:16])[CH3:15])=[C:8]([Cl:27])[N:7]=[C:6]1[C:28]1[CH:33]=[CH:32][CH:31]=[CH:30][C:29]=1[CH3:34])[CH2:2][CH2:3][CH3:4].C1C(=O)N([Cl:42])C(=O)C1, predict the reaction product. The product is: [CH2:1]([N:5]1[C:9]([CH2:10][N:11]([CH2:17][C:18]2[CH:19]=[C:20]3[C:24](=[CH:25][CH:26]=2)[NH:23][CH:22]=[C:21]3[Cl:42])[CH2:12][CH2:13][CH:14]([CH3:15])[CH3:16])=[C:8]([Cl:27])[N:7]=[C:6]1[C:28]1[CH:33]=[CH:32][CH:31]=[CH:30][C:29]=1[CH3:34])[CH2:2][CH2:3][CH3:4]. (2) Given the reactants [CH3:1][O:2][C:3]1[CH:8]=[CH:7][CH:6]=[CH:5][C:4]=1[C:9]#[C:10][C@@H:11]1[CH2:20][CH2:19][C:18]2[CH:17]=[C:16]([C@H:21]3[CH2:30][CH2:29][C@@:23]4([NH:27]C(=O)[O:25][CH2:24]4)[CH2:22]3)[CH:15]=[CH:14][C:13]=2[CH2:12]1, predict the reaction product. The product is: [NH2:27][C@:23]1([CH2:24][OH:25])[CH2:29][CH2:30][C@H:21]([C:16]2[CH:15]=[CH:14][C:13]3[CH2:12][C@H:11]([CH2:10][CH2:9][C:4]4[CH:5]=[CH:6][CH:7]=[CH:8][C:3]=4[O:2][CH3:1])[CH2:20][CH2:19][C:18]=3[CH:17]=2)[CH2:22]1. (3) Given the reactants [Br:1][C:2]1[CH:7]=[CH:6][C:5]([S:8](Cl)(=[O:10])=[O:9])=[C:4]([F:12])[CH:3]=1.[F:13][C:14]1[CH:19]=[CH:18][CH:17]=[CH:16][CH:15]=1, predict the reaction product. The product is: [Br:1][C:2]1[CH:7]=[CH:6][C:5]([S:8]([C:17]2[CH:18]=[CH:19][C:14]([F:13])=[CH:15][CH:16]=2)(=[O:10])=[O:9])=[C:4]([F:12])[CH:3]=1. (4) Given the reactants [C:1]([C:3]1[CH:8]=[CH:7][C:6]([CH:9]([OH:12])[CH2:10][OH:11])=[CH:5][CH:4]=1)#[CH:2].I[C:14]1[CH:39]=[CH:38][C:17]([C:18]([N:20]([CH3:37])[C@:21]([CH3:36])([C:26]([NH:28][O:29][CH:30]2[CH2:35][CH2:34][CH2:33][CH2:32][O:31]2)=[O:27])[C:22]([NH:24][CH3:25])=[O:23])=[O:19])=[CH:16][CH:15]=1.[Cl-].[NH4+].Cl, predict the reaction product. The product is: [OH:12][CH:9]([C:6]1[CH:7]=[CH:8][C:3]([C:1]#[C:2][C:14]2[CH:39]=[CH:38][C:17]([C:18]([N:20]([CH3:37])[C@:21]([CH3:36])([C:26]([NH:28][O:29][CH:30]3[CH2:35][CH2:34][CH2:33][CH2:32][O:31]3)=[O:27])[C:22]([NH:24][CH3:25])=[O:23])=[O:19])=[CH:16][CH:15]=2)=[CH:4][CH:5]=1)[CH2:10][OH:11]. (5) Given the reactants Cl[C:2]1[N:7]=[C:6]([NH:8][C@H:9]([C:11]2[C:16]([F:17])=[CH:15][C:14]([F:18])=[CH:13][N:12]=2)[CH3:10])[N:5]=[C:4]([NH:19][C:20]2[N:21]=[CH:22][N:23]([CH3:25])[CH:24]=2)[N:3]=1.CCN(C(C)C)C(C)C.[CH3:35][O:36][CH:37]1[CH2:40][NH:39][CH2:38]1, predict the reaction product. The product is: [F:17][C:16]1[C:11]([C@@H:9]([NH:8][C:6]2[N:5]=[C:4]([NH:19][C:20]3[N:21]=[CH:22][N:23]([CH3:25])[CH:24]=3)[N:3]=[C:2]([N:39]3[CH2:40][CH:37]([O:36][CH3:35])[CH2:38]3)[N:7]=2)[CH3:10])=[N:12][CH:13]=[C:14]([F:18])[CH:15]=1. (6) Given the reactants [Li].C([O:4][C:5](=O)[CH:6]=[C:7]1[CH2:10][N:9]([CH:11]([C:18]2[CH:23]=[CH:22][CH:21]=[CH:20][CH:19]=2)[C:12]2[CH:17]=[CH:16][CH:15]=[CH:14][CH:13]=2)[CH2:8]1)C.O.[OH-].[Na+], predict the reaction product. The product is: [CH:11]([N:9]1[CH2:10][CH:7]([CH2:6][CH2:5][OH:4])[CH2:8]1)([C:18]1[CH:23]=[CH:22][CH:21]=[CH:20][CH:19]=1)[C:12]1[CH:13]=[CH:14][CH:15]=[CH:16][CH:17]=1. (7) Given the reactants [N+:1]([C:4]1[CH:9]=[CH:8][CH:7]=[CH:6][C:5]=1[NH:10][C:11]1[CH:20]=[CH:19][C:18]2[C:13](=[CH:14][CH:15]=[CH:16][CH:17]=2)[CH:12]=1)([O-])=O, predict the reaction product. The product is: [CH:12]1[C:13]2[C:18](=[CH:17][CH:16]=[CH:15][CH:14]=2)[CH:19]=[CH:20][C:11]=1[NH:10][C:5]1[C:4]([NH2:1])=[CH:9][CH:8]=[CH:7][CH:6]=1. (8) Given the reactants [CH:1]([N:14]1[CH2:17][CH:16]([O:18]S(C)(=O)=O)[CH2:15]1)([C:8]1[CH:13]=[CH:12][CH:11]=[CH:10][CH:9]=1)[C:2]1[CH:7]=[CH:6][CH:5]=[CH:4][CH:3]=1.O[C:24]1[CH:25]=[C:26]([C:30]([F:33])([F:32])[F:31])[CH:27]=[CH:28][CH:29]=1.[OH-].[Na+], predict the reaction product. The product is: [CH:1]([N:14]1[CH2:17][CH:16]([O:18][C:24]2[CH:29]=[CH:28][CH:27]=[C:26]([C:30]([F:33])([F:32])[F:31])[CH:25]=2)[CH2:15]1)([C:8]1[CH:13]=[CH:12][CH:11]=[CH:10][CH:9]=1)[C:2]1[CH:7]=[CH:6][CH:5]=[CH:4][CH:3]=1. (9) Given the reactants C[C:2]1(C)[O:6][C:5](=[CH:7][C:8]([N:10]([CH2:13][CH2:14][C:15]2[CH:20]=[CH:19][C:18]([F:21])=[CH:17][CH:16]=2)[O:11][CH3:12])=[O:9])[C:4](=[O:22])[O:3]1, predict the reaction product. The product is: [CH3:2][O:3][C:4](=[O:22])[C:5]([OH:6])=[CH:7][C:8](=[O:9])[N:10]([CH2:13][CH2:14][C:15]1[CH:16]=[CH:17][C:18]([F:21])=[CH:19][CH:20]=1)[O:11][CH3:12].